Dataset: Forward reaction prediction with 1.9M reactions from USPTO patents (1976-2016). Task: Predict the product of the given reaction. (1) Given the reactants [F:1][C:2]1[CH:7]=[CH:6][N:5]=[C:4]([NH:8]C(=O)OC(C)(C)C)[C:3]=1[CH2:16][NH:17][CH2:18][C:19]1[CH:24]=[CH:23][C:22]([O:25][CH3:26])=[CH:21][CH:20]=1.C(O)(C(F)(F)F)=O.C(Cl)Cl.CO, predict the reaction product. The product is: [F:1][C:2]1[CH:7]=[CH:6][N:5]=[C:4]([NH2:8])[C:3]=1[CH2:16][NH:17][CH2:18][C:19]1[CH:24]=[CH:23][C:22]([O:25][CH3:26])=[CH:21][CH:20]=1. (2) Given the reactants CC1C=CC(S(O[CH2:12][C@@H:13]2[O:18][C:17]3[CH:19]=[C:20]([S:24]([CH3:27])(=[O:26])=[O:25])[CH:21]=[C:22]([Cl:23])[C:16]=3[O:15][CH2:14]2)(=O)=O)=CC=1.[CH3:28][NH:29][CH3:30], predict the reaction product. The product is: [Cl:23][C:22]1[C:16]2[O:15][CH2:14][C@H:13]([CH2:12][N:29]([CH3:30])[CH3:28])[O:18][C:17]=2[CH:19]=[C:20]([S:24]([CH3:27])(=[O:26])=[O:25])[CH:21]=1. (3) Given the reactants COC[O:4][C:5]1[CH:6]=[CH:7][C:8]2[C@@H:9]3[C@@H:17]([CH2:18][C:19](=O)[C:20]=2[CH:21]=1)[C@H:16]1[C@@:12]([CH3:27])([C@@H:13]([O:23]COC)[CH2:14][CH2:15]1)[CH2:11][CH2:10]3.CC(OI1(OC(C)=O)(OC(C)=O)[O:41][C:39](=O)[C:38]2[CH:37]=[CH:36][CH:35]=[CH:34]C1=2)=O.O.[CH2:51](Cl)Cl, predict the reaction product. The product is: [CH3:51][O:41][CH2:39][CH2:38][CH2:37][CH2:36][CH2:35][CH2:34][C@@H:19]1[CH2:18][C@@H:17]2[C@H:9]([CH2:10][CH2:11][C@@:12]3([CH3:27])[C@H:16]2[CH2:15][CH2:14][CH:13]3[OH:23])[C:8]2[CH:7]=[CH:6][C:5]([OH:4])=[CH:21][C:20]1=2. (4) Given the reactants Cl[C:2]1[C:11]2[C:6](=[CH:7][CH:8]=[C:9]([C:12]([F:15])([F:14])[F:13])[CH:10]=2)[N:5]=[CH:4][N:3]=1.C([O-])([O-])=O.[Cs+].[Cs+].[C:22]1([OH:28])[CH:27]=[CH:26][CH:25]=[CH:24][CH:23]=1, predict the reaction product. The product is: [O:28]([C:2]1[C:11]2[C:6](=[CH:7][CH:8]=[C:9]([C:12]([F:15])([F:14])[F:13])[CH:10]=2)[N:5]=[CH:4][N:3]=1)[C:22]1[CH:27]=[CH:26][CH:25]=[CH:24][CH:23]=1. (5) Given the reactants [F:1][C:2]1[CH:7]=[CH:6][CH:5]=[CH:4][C:3]=1[OH:8].[CH2:9](I)[CH3:10].C(=O)([O-])[O-].[K+].[K+], predict the reaction product. The product is: [CH2:9]([O:8][C:3]1[CH:4]=[CH:5][CH:6]=[CH:7][C:2]=1[F:1])[CH3:10].